Dataset: Forward reaction prediction with 1.9M reactions from USPTO patents (1976-2016). Task: Predict the product of the given reaction. (1) Given the reactants [C:1]([CH2:3][N:4]([CH2:12][C:13]1[CH:18]=[CH:17][C:16]([C:19]([N:21]2[CH2:26][CH2:25][CH2:24][C@@H:23]([C:27]([C:37]3[CH:42]=[CH:41][CH:40]=[C:39]([F:43])[C:38]=3[C:44]3[CH:49]=[CH:48][CH:47]=[C:46]([CH3:50])[CH:45]=3)([OH:36])[CH2:28][CH2:29][CH2:30][NH:31][C:32]([O:34][CH3:35])=[O:33])[CH2:22]2)=[O:20])=[CH:15][CH:14]=1)[C:5](=[O:11])[O:6][C:7]([CH3:10])([CH3:9])[CH3:8])#[N:2].OO.C(=O)([O-])[O-:54].[K+].[K+].O, predict the reaction product. The product is: [NH2:2][C:1](=[O:54])[CH2:3][N:4]([CH2:12][C:13]1[CH:18]=[CH:17][C:16]([C:19]([N:21]2[CH2:26][CH2:25][CH2:24][C@@H:23]([C:27]([C:37]3[CH:42]=[CH:41][CH:40]=[C:39]([F:43])[C:38]=3[C:44]3[CH:49]=[CH:48][CH:47]=[C:46]([CH3:50])[CH:45]=3)([OH:36])[CH2:28][CH2:29][CH2:30][NH:31][C:32]([O:34][CH3:35])=[O:33])[CH2:22]2)=[O:20])=[CH:15][CH:14]=1)[C:5](=[O:11])[O:6][C:7]([CH3:10])([CH3:9])[CH3:8]. (2) Given the reactants [CH3:1][C:2]1([CH3:9])[CH2:7][C:6](=[O:8])[O:5][C:3]1=[O:4].[CH2:10]([N:12]1[CH2:17][CH2:16][N:15]([C:18]([C@@H:20]2[CH2:23][C@H:22]([NH:24][C:25]([C@:27]34[CH2:53][CH2:52][C@@H:51]([C:54]([CH3:56])=[CH2:55])[C@@H:28]3[C@@H:29]3[C@@:42]([CH3:45])([CH2:43][CH2:44]4)[C@@:41]4([CH3:46])[C@@H:32]([C@:33]5([CH3:50])[C@@H:38]([CH2:39][CH2:40]4)[C:37]([CH3:48])([CH3:47])[C@@H:36]([OH:49])[CH2:35][CH2:34]5)[CH2:31][CH2:30]3)=[O:26])[C:21]2([CH3:58])[CH3:57])=[O:19])[CH2:14][CH2:13]1)[CH3:11], predict the reaction product. The product is: [CH2:10]([N:12]1[CH2:17][CH2:16][N:15]([C:18]([C@@H:20]2[CH2:23][C@H:22]([NH:24][C:25]([C@:27]34[CH2:53][CH2:52][C@@H:51]([C:54]([CH3:56])=[CH2:55])[C@@H:28]3[C@@H:29]3[C@@:42]([CH3:45])([CH2:43][CH2:44]4)[C@@:41]4([CH3:46])[C@@H:32]([C@:33]5([CH3:50])[C@@H:38]([CH2:39][CH2:40]4)[C:37]([CH3:47])([CH3:48])[C@@H:36]([O:49][C:6](=[O:8])[CH2:7][C:2]([CH3:9])([CH3:1])[C:3]([OH:5])=[O:4])[CH2:35][CH2:34]5)[CH2:31][CH2:30]3)=[O:26])[C:21]2([CH3:57])[CH3:58])=[O:19])[CH2:14][CH2:13]1)[CH3:11]. (3) Given the reactants OS(O)(=O)=O.[S:6]1[CH:10]=[CH:9][C:8]([C:11](O)([CH2:16][CH:17]([CH3:19])[CH3:18])[CH2:12][CH:13]([CH3:15])[CH3:14])=[C:7]1[C:21]1[S:22][CH:23]=[CH:24][CH:25]=1.C(Cl)Cl, predict the reaction product. The product is: [CH2:12]([C:11]1([CH2:16][CH:17]([CH3:19])[CH3:18])[C:25]2[CH:24]=[CH:23][S:22][C:21]=2[C:7]2[S:6][CH:10]=[CH:9][C:8]1=2)[CH:13]([CH3:15])[CH3:14]. (4) Given the reactants [CH3:1][O:2][C:3]1[CH:31]=[CH:30][C:6]([CH2:7][NH:8][C:9]2[C:10]([N+:27]([O-])=O)=[C:11]([CH:24]=[CH:25][CH:26]=2)[NH:12][CH:13]([C:18]2[CH:23]=[CH:22][CH:21]=[CH:20][CH:19]=2)[CH2:14][C:15]([OH:17])=[O:16])=[CH:5][CH:4]=1.O.NN, predict the reaction product. The product is: [NH2:27][C:10]1[C:9]([NH:8][CH2:7][C:6]2[CH:30]=[CH:31][C:3]([O:2][CH3:1])=[CH:4][CH:5]=2)=[CH:26][CH:25]=[CH:24][C:11]=1[NH:12][CH:13]([C:18]1[CH:19]=[CH:20][CH:21]=[CH:22][CH:23]=1)[CH2:14][C:15]([OH:17])=[O:16]. (5) Given the reactants [OH:1][C@H:2]1[CH2:6][N:5]([CH2:7][CH2:8][C:9]#[N:10])[C@H:4]([CH2:11][OH:12])[CH2:3]1.C(N(CC)[C:16](=[O:25])[C:17]1[CH:22]=[CH:21][CH:20]=[C:19]([CH3:23])[C:18]=1[CH3:24])C, predict the reaction product. The product is: [OH:1][C@H:2]1[CH2:6][N:5]([CH2:7][CH2:8][C:9]2[NH:10][C:16](=[O:25])[C:17]3[C:18]([CH:24]=2)=[C:19]([CH3:23])[CH:20]=[CH:21][CH:22]=3)[C@H:4]([CH2:11][OH:12])[CH2:3]1.